This data is from Forward reaction prediction with 1.9M reactions from USPTO patents (1976-2016). The task is: Predict the product of the given reaction. Given the reactants [I:1][C:2]1[CH:10]=[CH:9][C:5]([C:6](Cl)=[O:7])=[CH:4][C:3]=1[N+:11]([O-:13])=[O:12].IC1C=CC(C(O)=O)=CC=1[N+]([O-])=O.S(Cl)(Cl)=O.[Cl:31][C:32]1[CH:38]=[C:37]([C:39]([F:48])([C:44]([F:47])([F:46])[F:45])[C:40]([F:43])([F:42])[F:41])[CH:36]=[C:35]([C:49]([F:52])([F:51])[F:50])[C:33]=1[NH2:34], predict the reaction product. The product is: [Cl:31][C:32]1[CH:38]=[C:37]([C:39]([F:48])([C:40]([F:42])([F:43])[F:41])[C:44]([F:45])([F:47])[F:46])[CH:36]=[C:35]([C:49]([F:50])([F:51])[F:52])[C:33]=1[NH:34][C:6](=[O:7])[C:5]1[CH:9]=[CH:10][C:2]([I:1])=[C:3]([N+:11]([O-:13])=[O:12])[CH:4]=1.